This data is from Peptide-MHC class II binding affinity with 134,281 pairs from IEDB. The task is: Regression. Given a peptide amino acid sequence and an MHC pseudo amino acid sequence, predict their binding affinity value. This is MHC class II binding data. The peptide sequence is GELQIVDKIDAAFKG. The MHC is DRB4_0101 with pseudo-sequence DRB4_0103. The binding affinity (normalized) is 0.782.